This data is from Reaction yield outcomes from USPTO patents with 853,638 reactions. The task is: Predict the reaction yield, written as a fraction of the theoretical maximum amount of product (1.0 means a 100% yield; for example, 0.34 means a 34% yield). (1) The reactants are [Si:1]([O:8][C@H:9]1[CH2:13][N:12]([C:14]2[C:19]([C:20](OCC)=[O:21])=[CH:18][N:17]=[C:16]([S:25][CH3:26])[N:15]=2)[C@H:11]([CH2:27][NH:28]S(C2C=CC=CC=2[N+]([O-])=O)(=O)=O)[CH2:10]1)([C:4]([CH3:7])([CH3:6])[CH3:5])([CH3:3])[CH3:2].SCC(O)=O.C1CCN2C(=NCCC2)CC1. The catalyst is C(O)C. The product is [O:8]([C@H:9]1[CH2:13][N:12]2[C:14]3[N:15]=[C:16]([S:25][CH3:26])[N:17]=[CH:18][C:19]=3[C:20](=[O:21])[NH:28][CH2:27][C@@H:11]2[CH2:10]1)[Si:1]([C:4]([CH3:7])([CH3:6])[CH3:5])([CH3:3])[CH3:2]. The yield is 0.880. (2) The reactants are Cl[C:2]1[CH:7]=[C:6]([O:8][C:9]2[CH:14]=[CH:13][C:12]([NH2:15])=[C:11]([F:16])[C:10]=2[CH3:17])[CH:5]=[CH:4][N:3]=1.[CH3:18][N:19]1[CH:23]=[C:22](B2OC(C)(C)C(C)(C)O2)[CH:21]=[N:20]1.C([O-])([O-])=O.[Na+].[Na+]. The catalyst is COCCOC.O.C1C=CC([P]([Pd]([P](C2C=CC=CC=2)(C2C=CC=CC=2)C2C=CC=CC=2)([P](C2C=CC=CC=2)(C2C=CC=CC=2)C2C=CC=CC=2)[P](C2C=CC=CC=2)(C2C=CC=CC=2)C2C=CC=CC=2)(C2C=CC=CC=2)C2C=CC=CC=2)=CC=1. The product is [F:16][C:11]1[C:10]([CH3:17])=[C:9]([O:8][C:6]2[CH:5]=[CH:4][N:3]=[C:2]([C:22]3[CH:21]=[N:20][N:19]([CH3:18])[CH:23]=3)[CH:7]=2)[CH:14]=[CH:13][C:12]=1[NH2:15]. The yield is 0.750. (3) The reactants are Cl.[Cl:2][C:3]1[CH:11]=[C:10]2[C:6]([CH:7]=[C:8]([C:12]([OH:14])=O)[NH:9]2)=[CH:5][C:4]=1[O:15][CH:16]1[CH2:21][CH2:20][N:19]([CH:22]([CH3:24])[CH3:23])[CH2:18][CH2:17]1.[Cl-].[Li+].[C:27]([O:31][C:32]([N:34]1[CH2:39][CH2:38][NH:37][CH2:36][CH2:35]1)=[O:33])([CH3:30])([CH3:29])[CH3:28].F[B-](F)(F)F.N1(OC(N(C)C)=[N+](C)C)C2C=CC=CC=2N=N1.C(N(CC)C(C)C)(C)C. The catalyst is CN(C)C=O. The product is [C:27]([O:31][C:32]([N:34]1[CH2:39][CH2:38][N:37]([C:12]([C:8]2[NH:9][C:10]3[C:6]([CH:7]=2)=[CH:5][C:4]([O:15][CH:16]2[CH2:21][CH2:20][N:19]([CH:22]([CH3:24])[CH3:23])[CH2:18][CH2:17]2)=[C:3]([Cl:2])[CH:11]=3)=[O:14])[CH2:36][CH2:35]1)=[O:33])([CH3:30])([CH3:28])[CH3:29]. The yield is 0.570. (4) The reactants are [O:1]=[C:2]1[C@H:6]([NH:7][C:8]([C:10]2[C:14]([CH3:15])=[C:13](/[CH:16]=[C:17]3\[C:18](=[O:27])[NH:19][C:20]4[C:25]\3=[CH:24][C:23]([F:26])=[CH:22][CH:21]=4)[NH:12][C:11]=2[CH3:28])=[O:9])[CH2:5][O:4][NH:3]1.[Na+].[I-].CCN(C(C)C)C(C)C.[H-].[Na+].[Cl-].Cl[CH2:44][CH2:45][N:46]1[CH2:51][CH2:50][O:49][CH2:48][CH2:47]1. The catalyst is CN(C=O)C. The product is [N:46]1([CH2:45][CH2:44][N:3]2[C:2](=[O:1])[C@H:6]([NH:7][C:8]([C:10]3[C:14]([CH3:15])=[C:13](/[CH:16]=[C:17]4\[C:18](=[O:27])[NH:19][C:20]5[C:25]\4=[CH:24][C:23]([F:26])=[CH:22][CH:21]=5)[NH:12][C:11]=3[CH3:28])=[O:9])[CH2:5][O:4]2)[CH2:51][CH2:50][O:49][CH2:48][CH2:47]1. The yield is 0.230. (5) The reactants are Br.[CH2:2]([C:4]1[N:5]=[C:6]([C@@H:9]([NH2:20])[CH2:10][C:11]2[CH:16]=[CH:15][C:14]([N+:17]([O-:19])=[O:18])=[CH:13][CH:12]=2)[S:7][CH:8]=1)[CH3:3].[C:21]1([CH2:27][C:28](O)=[O:29])[CH:26]=[CH:25][CH:24]=[CH:23][CH:22]=1.ON1C2C=CC=CC=2N=N1.CN(C)CCCN=C=NCC.C(N(CC)CC)C. The catalyst is CN(C=O)C.O. The product is [CH2:2]([C:4]1[N:5]=[C:6]([CH:9]([NH:20][C:28](=[O:29])[CH2:27][C:21]2[CH:26]=[CH:25][CH:24]=[CH:23][CH:22]=2)[CH2:10][C:11]2[CH:16]=[CH:15][C:14]([N+:17]([O-:19])=[O:18])=[CH:13][CH:12]=2)[S:7][CH:8]=1)[CH3:3]. The yield is 0.600. (6) The reactants are [CH2:1]([N:3]([CH2:30][CH3:31])[CH2:4][CH2:5][NH:6][C:7]([C:9]1[C:17]2[CH2:16][CH2:15][CH2:14]/[C:13](=[C:18]3/[C:19](=[O:28])[NH:20][C:21]4[C:26]/3=[CH:25][C:24]([F:27])=[CH:23][CH:22]=4)/[C:12]=2[NH:11][C:10]=1[CH3:29])=[O:8])[CH3:2].C(#N)C.[C:35]([OH:43])(=[O:42])[C@H:36]([CH2:38][C:39]([OH:41])=[O:40])[OH:37]. The catalyst is ClCCl. The product is [C:35]([OH:43])(=[O:42])[C@H:36]([CH2:38][C:39]([OH:41])=[O:40])[OH:37].[CH2:30]([N:3]([CH2:1][CH3:2])[CH2:4][CH2:5][NH:6][C:7]([C:9]1[C:17]2[CH2:16][CH2:15][CH2:14]/[C:13](=[C:18]3/[C:19](=[O:28])[NH:20][C:21]4[C:26]/3=[CH:25][C:24]([F:27])=[CH:23][CH:22]=4)/[C:12]=2[NH:11][C:10]=1[CH3:29])=[O:8])[CH3:31]. The yield is 0.930. (7) The reactants are C1C=CC2N(O)N=NC=2C=1.CCN(C(C)C)C(C)C.[C:20]1([C:26]2[O:30][N:29]=[C:28]([C:31]([OH:33])=O)[CH:27]=2)[CH:25]=[CH:24][CH:23]=[CH:22][CH:21]=1.CCN=C=NCCCN(C)C.Cl.Cl.[NH2:47][CH2:48][C:49]([N:51]1[CH2:56][CH2:55][N:54]([C:57](=[O:67])[C:58]2[CH:63]=[C:62]([O:64][CH3:65])[CH:61]=[CH:60][C:59]=2[Br:66])[CH2:53][CH2:52]1)=[O:50]. The catalyst is CN(C=O)C.O. The product is [Br:66][C:59]1[CH:60]=[CH:61][C:62]([O:64][CH3:65])=[CH:63][C:58]=1[C:57]([N:54]1[CH2:53][CH2:52][N:51]([C:49](=[O:50])[CH2:48][NH:47][C:31]([C:28]2[CH:27]=[C:26]([C:20]3[CH:21]=[CH:22][CH:23]=[CH:24][CH:25]=3)[O:30][N:29]=2)=[O:33])[CH2:56][CH2:55]1)=[O:67]. The yield is 0.538. (8) The reactants are [CH3:1][C:2]1([CH3:20])[CH2:7][O:6][B:5]([C:8]2[CH:13]=[CH:12][C:11]([CH2:14][CH2:15]CC(O)=O)=[CH:10][CH:9]=2)[O:4][CH2:3]1.BrC1C=CC(CC[O:30][C:31](=[O:41])[NH:32][C:33]2[CH:38]=[CH:37][CH:36]=[C:35]([C:39]#[N:40])[CH:34]=2)=CC=1. No catalyst specified. The product is [CH3:20][C:2]1([CH3:1])[CH2:3][O:4][B:5]([C:8]2[CH:9]=[CH:10][C:11]([CH2:14][CH2:15][O:41][C:31](=[O:30])[NH:32][C:33]3[CH:38]=[CH:37][CH:36]=[C:35]([C:39]#[N:40])[CH:34]=3)=[CH:12][CH:13]=2)[O:6][CH2:7]1. The yield is 0.760. (9) The reactants are [C@H:1]1([NH:10][C:11]2[CH:20]=[CH:19][C:18]3[C:13](=[CH:14][CH:15]=[C:16](Br)[CH:17]=3)[N:12]=2)[C:9]2[C:4](=[CH:5][CH:6]=[CH:7][CH:8]=2)[CH2:3][CH2:2]1.O.[CH3:23][N:24](C=O)C. The catalyst is [C-]#N.[Zn+2].[C-]#N.[Pd].C1(P(C2C=CC=CC=2)C2C=CC=CC=2)C=CC=CC=1.C1(P(C2C=CC=CC=2)C2C=CC=CC=2)C=CC=CC=1.C1(P(C2C=CC=CC=2)C2C=CC=CC=2)C=CC=CC=1.C1(P(C2C=CC=CC=2)C2C=CC=CC=2)C=CC=CC=1. The product is [C@H:1]1([NH:10][C:11]2[CH:20]=[CH:19][C:18]3[C:13](=[CH:14][CH:15]=[C:16]([C:23]#[N:24])[CH:17]=3)[N:12]=2)[C:9]2[C:4](=[CH:5][CH:6]=[CH:7][CH:8]=2)[CH2:3][CH2:2]1. The yield is 0.320. (10) The reactants are [CH2:1]([C:20]1[CH:25]=[CH:24][N:23]=[CH:22][CH:21]=1)[CH2:2][CH2:3][CH2:4][CH2:5][CH2:6][CH2:7][CH2:8][CH2:9][CH2:10][CH2:11][CH2:12][CH2:13][CH2:14][CH2:15][CH2:16][CH2:17][CH2:18][CH3:19].[NH2-].[Na+].C[N:29](C)C1C=CC=CC=1. The catalyst is O. The product is [NH2:29][C:24]1[CH:25]=[C:20]([CH2:1][CH2:2][CH2:3][CH2:4][CH2:5][CH2:6][CH2:7][CH2:8][CH2:9][CH2:10][CH2:11][CH2:12][CH2:13][CH2:14][CH2:15][CH2:16][CH2:17][CH2:18][CH3:19])[CH:21]=[CH:22][N:23]=1. The yield is 0.450.